From a dataset of CYP2C9 inhibition data for predicting drug metabolism from PubChem BioAssay. Regression/Classification. Given a drug SMILES string, predict its absorption, distribution, metabolism, or excretion properties. Task type varies by dataset: regression for continuous measurements (e.g., permeability, clearance, half-life) or binary classification for categorical outcomes (e.g., BBB penetration, CYP inhibition). Dataset: cyp2c9_veith. (1) The molecule is CCCC1(C(=O)OC)C=C2C(=C(c3ccccc3)C(=O)C2C)CN1. The result is 1 (inhibitor). (2) The drug is COc1cccc(C(=O)N2N=C(c3cccc(OC)c3)CC2(O)C(F)(F)F)c1. The result is 1 (inhibitor). (3) The compound is CCc1c(C)[nH]c2c1C(=O)[C@H](CN1CCOCC1)CC2. The result is 0 (non-inhibitor). (4) The molecule is CC(=O)NCCNc1ncnc2ccc(-c3c(C)noc3C)cc12. The result is 0 (non-inhibitor). (5) The drug is Cc1cc([N+](=O)[O-])nn1CC(=O)NNC(=S)Nc1ccc(F)cc1. The result is 0 (non-inhibitor). (6) The compound is COC(=O)[C@@]1(Cc2ccc(F)cc2)[C@H]2c3cc(C(=O)N4CCCC4)n(CCc4ccc(O)c(O)c4)c3C[C@H]2CN1C(=O)c1ccccc1. The result is 1 (inhibitor). (7) The drug is CCOC(=O)[C@H](CCc1ccccc1)N[C@@H](C)C(=O)N1[C@H](C(=O)O)C[C@H]2CCC[C@@H]21. The result is 0 (non-inhibitor). (8) The drug is CCCCOc1ccc(C(=O)NCc2ccco2)cc1. The result is 1 (inhibitor). (9) The molecule is CN(C)CCCN1c2ccccc2Sc2cnccc21. The result is 0 (non-inhibitor).